This data is from HIV replication inhibition screening data with 41,000+ compounds from the AIDS Antiviral Screen. The task is: Binary Classification. Given a drug SMILES string, predict its activity (active/inactive) in a high-throughput screening assay against a specified biological target. The molecule is C=C1CCC=C(C(=O)O)CCC2C1CC2(C)C. The result is 0 (inactive).